Dataset: Reaction yield outcomes from USPTO patents with 853,638 reactions. Task: Predict the reaction yield, written as a fraction of the theoretical maximum amount of product (1.0 means a 100% yield; for example, 0.34 means a 34% yield). The reactants are C[N:2]([C:4]1[CH:12]=[C:11]([C:13]([O-:15])=O)[CH:10]=[CH:9][C:5]=1[C:6]([O-:8])=[O:7])C.[CH2:16]1COCC1.CC(C[AlH]CC(C)C)C. The catalyst is CCOCC. The product is [CH3:16][O:8][C:6](=[O:7])[C:5]1[CH:9]=[CH:10][C:11]([CH2:13][OH:15])=[CH:12][C:4]=1[NH2:2]. The yield is 0.390.